This data is from Forward reaction prediction with 1.9M reactions from USPTO patents (1976-2016). The task is: Predict the product of the given reaction. (1) The product is: [CH3:19][C:20]1[C:24]([CH3:25])=[C:23]([NH:26][C:27]([N:16]2[CH2:17][CH2:18][C:12]3([CH2:11][CH:10]([C:6]4[CH:7]=[CH:8][CH:9]=[C:4]([CH2:2][CH3:3])[CH:5]=4)[CH2:13]3)[CH2:14][CH2:15]2)=[O:28])[O:22][N:21]=1. Given the reactants Cl.[CH2:2]([C:4]1[CH:5]=[C:6]([CH:10]2[CH2:13][C:12]3([CH2:18][CH2:17][NH:16][CH2:15][CH2:14]3)[CH2:11]2)[CH:7]=[CH:8][CH:9]=1)[CH3:3].[CH3:19][C:20]1[C:24]([CH3:25])=[C:23]([NH:26][C:27](=O)[O:28]C2C=CC=CC=2)[O:22][N:21]=1.C(N(C(C)C)CC)(C)C, predict the reaction product. (2) Given the reactants [C:1]1([N:7]2[C:11]([C:12]3[CH:17]=[CH:16][C:15]([CH3:18])=[CH:14][CH:13]=3)=[CH:10][C:9]([CH2:19][CH2:20][CH:21]=O)=[N:8]2)[CH:6]=[CH:5][CH:4]=[CH:3][CH:2]=1.[F:23][C:24]1[CH:29]=[CH:28][CH:27]=[CH:26][C:25]=1[N:30]1[CH2:35][CH2:34][NH:33][CH2:32][CH2:31]1.CCN(C(C)C)C(C)C.[BH-](OC(C)=O)(OC(C)=O)OC(C)=O.[Na+], predict the reaction product. The product is: [F:23][C:24]1[CH:29]=[CH:28][CH:27]=[CH:26][C:25]=1[N:30]1[CH2:35][CH2:34][N:33]([CH2:21][CH2:20][CH2:19][C:9]2[CH:10]=[C:11]([C:12]3[CH:17]=[CH:16][C:15]([CH3:18])=[CH:14][CH:13]=3)[N:7]([C:1]3[CH:6]=[CH:5][CH:4]=[CH:3][CH:2]=3)[N:8]=2)[CH2:32][CH2:31]1. (3) Given the reactants FC(F)(F)C1C=C(NC(=O)NC2C=CC(C3SC(CCC(OC)=O)=NC=3)=CC=2)C=CC=1.[NH2:32][C:33]1[CH:38]=[CH:37][C:36]([C:39]2[S:43][C:42]([CH:44]3[CH2:49][CH2:48][CH:47]([C:50]([O:52][CH3:53])=[O:51])[CH2:46][CH2:45]3)=[N:41][CH:40]=2)=[CH:35][CH:34]=1.[Cl:54][C:55]1[CH:60]=[CH:59][CH:58]=[C:57]([CH3:61])[C:56]=1[N:62]=[C:63]=[O:64], predict the reaction product. The product is: [Cl:54][C:55]1[CH:60]=[CH:59][CH:58]=[C:57]([CH3:61])[C:56]=1[NH:62][C:63](=[O:64])[NH:32][C:33]1[CH:34]=[CH:35][C:36]([C:39]2[S:43][C:42]([CH:44]3[CH2:45][CH2:46][CH:47]([C:50]([O:52][CH3:53])=[O:51])[CH2:48][CH2:49]3)=[N:41][CH:40]=2)=[CH:37][CH:38]=1. (4) The product is: [CH2:17]([O:10][C:9]1[CH:8]=[CH:7][C:4]([C:5]#[N:6])=[CH:3][C:2]=1[OH:1])[C:18]1[CH:23]=[CH:22][CH:21]=[CH:20][CH:19]=1. Given the reactants [OH:1][C:2]1[CH:3]=[C:4]([CH:7]=[CH:8][C:9]=1[OH:10])[C:5]#[N:6].C([O-])([O-])=O.[K+].[K+].[CH2:17](Br)[C:18]1[CH:23]=[CH:22][CH:21]=[CH:20][CH:19]=1, predict the reaction product. (5) Given the reactants [C:1]([C:4]1[CH:9]=[CH:8][CH:7]=[CH:6][N:5]=1)(=[O:3])[CH3:2].[BrH:10].[Br:11]CC(C1C=NC=CC=1)=O, predict the reaction product. The product is: [BrH:11].[Br:10][CH2:2][C:1]([C:4]1[CH:9]=[CH:8][CH:7]=[CH:6][N:5]=1)=[O:3]. (6) Given the reactants [CH:1]1([N:5]2[CH2:11][CH2:10][C:9]3[CH:12]=[C:13]([C:16]#[N:17])[CH:14]=[CH:15][C:8]=3[CH2:7][CH2:6]2)[CH2:4][CH2:3][CH2:2]1.[H-].[H-].[H-].[H-].[Li+].[Al+3], predict the reaction product. The product is: [CH:1]1([N:5]2[CH2:11][CH2:10][C:9]3[CH:12]=[C:13]([CH2:16][NH2:17])[CH:14]=[CH:15][C:8]=3[CH2:7][CH2:6]2)[CH2:4][CH2:3][CH2:2]1. (7) Given the reactants FC(F)(F)C(O)=O.[C:8]([C:12]1[CH:63]=[CH:62][C:15]2[NH:16][C:17]([CH2:19][CH2:20][CH:21]3[CH2:24][CH:23]([N:25]([CH2:30][C@@H:31]4[C@H:35]5[O:36]C(C)(C)[O:38][C@H:34]5[C@H:33]([N:41]5[C:45]6[N:46]=[CH:47][N:48]=[C:49]([NH:50]CC7C=CC(OC)=CC=7OC)[C:44]=6[CH:43]=[CH:42]5)[CH2:32]4)[CH2:26][CH:27]4[CH2:29][CH2:28]4)[CH2:22]3)=[N:18][C:14]=2[CH:13]=1)([CH3:11])([CH3:10])[CH3:9].C([SiH](CC)CC)C.C([O-])([O-])=O.[K+].[K+], predict the reaction product. The product is: [NH2:50][C:49]1[C:44]2[CH:43]=[CH:42][N:41]([C@@H:33]3[CH2:32][C@H:31]([CH2:30][N:25]([CH:23]4[CH2:22][CH:21]([CH2:20][CH2:19][C:17]5[NH:16][C:15]6[CH:62]=[CH:63][C:12]([C:8]([CH3:9])([CH3:10])[CH3:11])=[CH:13][C:14]=6[N:18]=5)[CH2:24]4)[CH2:26][CH:27]4[CH2:29][CH2:28]4)[C@@H:35]([OH:36])[C@H:34]3[OH:38])[C:45]=2[N:46]=[CH:47][N:48]=1.